Dataset: Catalyst prediction with 721,799 reactions and 888 catalyst types from USPTO. Task: Predict which catalyst facilitates the given reaction. (1) The catalyst class is: 135. Reactant: [Br:1][C:2]1[CH:3]=[C:4]([NH:10][C:11]2[CH:20]=[CH:19][C:18]3[CH2:17][N:16](C(OC(C)(C)C)=O)[CH2:15][CH2:14][C:13]=3[N:12]=2)[C:5](=[O:9])[N:6]([CH3:8])[CH:7]=1.Cl. Product: [Br:1][C:2]1[CH:3]=[C:4]([NH:10][C:11]2[CH:20]=[CH:19][C:18]3[CH2:17][NH:16][CH2:15][CH2:14][C:13]=3[N:12]=2)[C:5](=[O:9])[N:6]([CH3:8])[CH:7]=1. (2) The catalyst class is: 1. Product: [Si:11]([O:10][CH2:9][CH:8]1[CH2:18][CH:19]([C:40]2[S:41][CH:42]=[C:43]([Cl:45])[N:44]=2)[C:20]2[N:21]1[C:22]([C:33]1[CH:38]=[CH:37][CH:36]=[C:35]([F:39])[CH:34]=1)=[C:23]1[C:28](=[O:29])[N:27]([CH3:30])[C:26](=[O:31])[N:25]([CH3:32])[C:24]1=2)([C:14]([CH3:15])([CH3:16])[CH3:17])([CH3:12])[CH3:13]. Reactant: [H-].[Na+].CS(O[CH:8]([CH2:18][CH:19]([C:40]1[S:41][CH:42]=[C:43]([Cl:45])[N:44]=1)[C:20]1[NH:21][C:22]([C:33]2[CH:38]=[CH:37][CH:36]=[C:35]([F:39])[CH:34]=2)=[C:23]2[C:28](=[O:29])[N:27]([CH3:30])[C:26](=[O:31])[N:25]([CH3:32])[C:24]=12)[CH2:9][O:10][Si:11]([C:14]([CH3:17])([CH3:16])[CH3:15])([CH3:13])[CH3:12])(=O)=O. (3) Reactant: C(Cl)(=O)C(Cl)=O.[F:7][C:8]1[CH:22]=[CH:21][CH:20]=[C:19]([F:23])[C:9]=1[CH2:10][N:11]1[CH:15]=[C:14]([C:16](O)=[O:17])[N:13]=[N:12]1.[Cl-].[NH4+:25].C(=O)(O)[O-].[Na+]. Product: [F:7][C:8]1[CH:22]=[CH:21][CH:20]=[C:19]([F:23])[C:9]=1[CH2:10][N:11]1[CH:15]=[C:14]([C:16]([NH2:25])=[O:17])[N:13]=[N:12]1. The catalyst class is: 20. (4) Reactant: Br[CH2:2][C:3]1[CH:12]=[CH:11][C:6]([C:7]([O:9][CH3:10])=[O:8])=[CH:5][CH:4]=1.[NH2:13][C@H:14]1[CH2:19][CH2:18][C@H:17]([OH:20])[CH2:16][CH2:15]1.C(=O)([O-])[O-].[K+].[K+]. Product: [CH3:10][O:9][C:7](=[O:8])[C:6]1[CH:11]=[CH:12][C:3]([CH2:2][NH:13][C@H:14]2[CH2:19][CH2:18][C@H:17]([OH:20])[CH2:16][CH2:15]2)=[CH:4][CH:5]=1. The catalyst class is: 248. (5) Reactant: Cl[C:2]1[C:7]2[C:8]3[CH2:14][CH2:13][CH2:12][CH2:11][C:9]=3[Se:10][C:6]=2[N:5]=[CH:4][N:3]=1.[NH2:15][C:16]1[CH:21]=[C:20]([Cl:22])[N:19]=[C:18]([Cl:23])[N:17]=1.[OH-].[Na+]. Product: [Cl:23][C:18]1[N:17]=[C:16]([NH:15][C:2]2[C:7]3[C:8]4[CH2:14][CH2:13][CH2:12][CH2:11][C:9]=4[Se:10][C:6]=3[N:5]=[CH:4][N:3]=2)[CH:21]=[C:20]([Cl:22])[N:19]=1. The catalyst class is: 3. (6) Reactant: [Br:1][C:2]1[CH:3]=[CH:4][C:5]([F:13])=[C:6]([C:8](=O)[CH:9]([F:11])[F:10])[CH:7]=1.[CH3:14][C:15]([O:18][C:19](=[O:40])[N:20]=P(C1C=CC=CC=1)(C1C=CC=CC=1)C1C=CC=CC=1)([CH3:17])[CH3:16].CCCCCC.C1(P(=O)(C2C=CC=CC=2)C2C=CC=CC=2)C=CC=CC=1. Product: [C:15]([O:18][C:19](=[O:40])/[N:20]=[C:8](/[C:6]1[CH:7]=[C:2]([Br:1])[CH:3]=[CH:4][C:5]=1[F:13])\[CH:9]([F:11])[F:10])([CH3:17])([CH3:16])[CH3:14]. The catalyst class is: 11. (7) Reactant: [OH:1][CH2:2][CH:3]=[C:4]([CH2:6][CH2:7][CH:8]=[C:9]([CH2:11][CH2:12][CH:13]=[C:14]([CH3:16])[CH3:15])[CH3:10])[CH3:5]. Product: [CH3:5][CH:4]([CH2:6][CH2:7][CH2:8][CH:9]([CH3:10])[CH2:11][CH2:12][CH2:13][CH:14]([CH3:16])[CH3:15])[CH2:3][CH2:2][OH:1]. The catalyst class is: 465. (8) Reactant: C(OC([N:11]1[CH2:17][C@@H:16]([OH:18])[C@H:15]([NH:19][C:20]([O:22][C:23]([CH3:26])([CH3:25])[CH3:24])=[O:21])[CH2:14][CH2:13][C@H:12]1[CH3:27])=O)C1C=CC=CC=1. Product: [C:23]([O:22][C:20](=[O:21])[NH:19][C@@H:15]1[CH2:14][CH2:13][C@@H:12]([CH3:27])[NH:11][CH2:17][C@H:16]1[OH:18])([CH3:25])([CH3:24])[CH3:26]. The catalyst class is: 99. (9) Reactant: [Cl:1][C:2]1[CH:7]=[CH:6][CH:5]=[CH:4][C:3]=1[N:8]1[CH:12]=[CH:11][C:10]([NH2:13])=[N:9]1.[Br:14]N1C(=O)CCC1=O. Product: [Br:14][C:11]1[C:10]([NH2:13])=[N:9][N:8]([C:3]2[CH:4]=[CH:5][CH:6]=[CH:7][C:2]=2[Cl:1])[CH:12]=1. The catalyst class is: 7. (10) Reactant: Br[C:2]1[S:6][C:5]([C:7]2[CH:8]=[CH:9][C:10]([O:15][CH:16]([CH3:18])[CH3:17])=[C:11]([CH:14]=2)[C:12]#[N:13])=[N:4][CH:3]=1.[F:19][C:20]1[CH:21]=[C:22](B2OC(C)(C)C(C)(C)O2)[C:23]([O:34][CH3:35])=[C:24]([CH2:26][CH2:27][CH2:28][C:29]([O:31][CH2:32][CH3:33])=[O:30])[CH:25]=1.P([O-])([O-])([O-])=O.[K+].[K+].[K+].O. Product: [C:12]([C:11]1[CH:14]=[C:7]([C:5]2[S:6][C:2]([C:22]3[C:23]([O:34][CH3:35])=[C:24]([CH2:26][CH2:27][CH2:28][C:29]([O:31][CH2:32][CH3:33])=[O:30])[CH:25]=[C:20]([F:19])[CH:21]=3)=[CH:3][N:4]=2)[CH:8]=[CH:9][C:10]=1[O:15][CH:16]([CH3:18])[CH3:17])#[N:13]. The catalyst class is: 853.